This data is from Catalyst prediction with 721,799 reactions and 888 catalyst types from USPTO. The task is: Predict which catalyst facilitates the given reaction. Reactant: [NH2:1][C:2]1[C:7]([C:8]#[N:9])=[C:6]([O:10][CH3:11])[CH:5]=[CH:4][N:3]=1.[Cl:12][C:13]1[CH:14]=[C:15]([CH:32]=[CH:33][CH:34]=1)[CH2:16][NH:17][C:18]([C:20]1[CH:28]=[CH:27][C:23]([C:24]([O-])=[O:25])=[C:22]([N:29]=[C:30]=[S:31])[CH:21]=1)=[O:19]. Product: [Cl:12][C:13]1[CH:14]=[C:15]([CH:32]=[CH:33][CH:34]=1)[CH2:16][NH:17][C:18]([C:20]1[CH:21]=[C:22]2[C:23]([C:24](=[O:25])[N:1]([C:2]3[C:7]([C:8]#[N:9])=[C:6]([O:10][CH3:11])[CH:5]=[CH:4][N:3]=3)[C:30](=[S:31])[NH:29]2)=[CH:27][CH:28]=1)=[O:19]. The catalyst class is: 16.